Dataset: Reaction yield outcomes from USPTO patents with 853,638 reactions. Task: Predict the reaction yield, written as a fraction of the theoretical maximum amount of product (1.0 means a 100% yield; for example, 0.34 means a 34% yield). (1) The reactants are Br[CH2:2][C:3]1[CH:4]=[C:5]([C:9]2[CH:14]=[CH:13][C:12](=[O:15])[N:11]([CH2:16][C:17]3[CH:18]=[C:19]([CH:24]=[CH:25][CH:26]=3)[C:20]([O:22][CH3:23])=[O:21])[N:10]=2)[CH:6]=[CH:7][CH:8]=1.C(=O)([O-])[O-].[K+].[K+].[NH2:33][C:34]1[NH:35][C:36]2[CH:42]=[CH:41][CH:40]=[CH:39][C:37]=2[N:38]=1. The catalyst is CN(C=O)C. The product is [NH2:33][C:34]1[N:38]([CH2:2][C:3]2[CH:4]=[C:5]([C:9]3[CH:14]=[CH:13][C:12](=[O:15])[N:11]([CH2:16][C:17]4[CH:18]=[C:19]([CH:24]=[CH:25][CH:26]=4)[C:20]([O:22][CH3:23])=[O:21])[N:10]=3)[CH:6]=[CH:7][CH:8]=2)[C:37]2[CH:39]=[CH:40][CH:41]=[CH:42][C:36]=2[N:35]=1. The yield is 0.350. (2) The reactants are [C:1]([O:5][C:6]([N:8]1[CH2:13][CH2:12][NH:11][CH2:10][CH2:9]1)=[O:7])([CH3:4])([CH3:3])[CH3:2].O.[C:15]1(=O)[CH2:18][CH2:17][CH2:16]1.C([BH3-])#N.[Na+]. The catalyst is C1COCC1.C(O)(=O)C. The product is [C:1]([O:5][C:6]([N:8]1[CH2:13][CH2:12][N:11]([CH:15]2[CH2:18][CH2:17][CH2:16]2)[CH2:10][CH2:9]1)=[O:7])([CH3:4])([CH3:2])[CH3:3]. The yield is 0.380. (3) The reactants are Br[C:2]1[CH:3]=[C:4]([C:8]2([C:21]3[CH:26]=[CH:25][CH:24]=[CH:23][CH:22]=3)[C:20]3[CH:19]=[CH:18][CH:17]=[CH:16][C:15]=3[C:14]3[C:9]2=[CH:10][CH:11]=[CH:12][CH:13]=3)[CH:5]=[CH:6][CH:7]=1.CC(C)([O-])C.[Na+].[NH2:33][C:34]1[CH:39]=[CH:38][CH:37]=[C:36]([CH3:40])[CH:35]=1.C(P(C(C)(C)C)C(C)(C)C)(C)(C)C. The catalyst is C1C=CC(/C=C/C(/C=C/C2C=CC=CC=2)=O)=CC=1.C1C=CC(/C=C/C(/C=C/C2C=CC=CC=2)=O)=CC=1.[Pd].CCCCCC.C1(C)C=CC=CC=1. The product is [CH3:40][C:36]1[CH:35]=[C:34]([NH:33][C:25]2[CH:24]=[CH:23][CH:22]=[C:21]([C:8]3([C:4]4[CH:5]=[CH:6][CH:7]=[CH:2][CH:3]=4)[C:9]4[CH:10]=[CH:11][CH:12]=[CH:13][C:14]=4[C:15]4[C:20]3=[CH:19][CH:18]=[CH:17][CH:16]=4)[CH:26]=2)[CH:39]=[CH:38][CH:37]=1. The yield is 0.820. (4) The reactants are [F:1][C:2]1[CH:20]=[C:19]([S:21]([CH3:24])(=[O:23])=[O:22])[C:18]([F:25])=[CH:17][C:3]=1[O:4][C@H:5]1[CH2:9][CH2:8][N:7]([CH:10]2[CH2:15][CH2:14][NH:13][CH2:12][CH2:11]2)[C:6]1=[O:16].C(=O)([O-])[O-].[K+].[K+].Cl[C:33]1[S:34][C:35]([C:38]([F:41])([F:40])[F:39])=[N:36][N:37]=1. The catalyst is CN(C=O)C.CCOC(C)=O. The product is [F:1][C:2]1[CH:20]=[C:19]([S:21]([CH3:24])(=[O:23])=[O:22])[C:18]([F:25])=[CH:17][C:3]=1[O:4][C@H:5]1[CH2:9][CH2:8][N:7]([CH:10]2[CH2:15][CH2:14][N:13]([C:33]3[S:34][C:35]([C:38]([F:41])([F:40])[F:39])=[N:36][N:37]=3)[CH2:12][CH2:11]2)[C:6]1=[O:16]. The yield is 0.263. (5) The reactants are [Cl:1][C:2]1[N:7]=[C:6]([CH3:8])[N:5]=[C:4]2[NH:9][N:10]=[CH:11][C:3]=12.[O:12]1[CH:17]=[CH:16][CH2:15][CH2:14][CH2:13]1.CC1C=CC(S(O)(=O)=O)=CC=1. The catalyst is CCOC(C)=O. The product is [Cl:1][C:2]1[N:7]=[C:6]([CH3:8])[N:5]=[C:4]2[N:9]([CH:13]3[CH2:14][CH2:15][CH2:16][CH2:17][O:12]3)[N:10]=[CH:11][C:3]=12. The yield is 0.989.